The task is: Predict the reactants needed to synthesize the given product.. This data is from Full USPTO retrosynthesis dataset with 1.9M reactions from patents (1976-2016). (1) Given the product [C:1]([N:4]1[CH2:8][CH2:7][CH:6]([NH2:9])[CH2:5]1)(=[O:3])[CH3:2], predict the reactants needed to synthesize it. The reactants are: [C:1]([N:4]1[CH2:8][CH2:7][CH:6]([NH:9]C(=O)OC(C)(C)C)[CH2:5]1)(=[O:3])[CH3:2].FC(F)(F)C(O)=O.C([O-])([O-])=O.[Na+].[Na+]. (2) Given the product [NH2:1][C:4]1[CH:5]=[C:6]([C:10]2[O:11][C:12]3[C:13](=[C:15]([C:19]([NH2:21])=[O:20])[CH:16]=[CH:17][CH:18]=3)[N:14]=2)[CH:7]=[CH:8][CH:9]=1, predict the reactants needed to synthesize it. The reactants are: [N+:1]([C:4]1[CH:5]=[C:6]([C:10]2[O:11][C:12]3[C:13](=[C:15]([C:19]([NH2:21])=[O:20])[CH:16]=[CH:17][CH:18]=3)[N:14]=2)[CH:7]=[CH:8][CH:9]=1)([O-])=O. (3) Given the product [Cl:17][C:18]1[CH:23]=[CH:22][C:21]([C:9]2[N:10]([CH3:14])[C:11]3[C:12](=[O:13])[N:4]([CH3:3])[C:5](=[O:16])[N:6]([CH3:15])[C:7]=3[N:8]=2)=[CH:20][CH:19]=1, predict the reactants needed to synthesize it. The reactants are: [Li+].[Cl-].[CH3:3][N:4]1[C:12](=[O:13])[C:11]2[N:10]([CH3:14])[CH:9]=[N:8][C:7]=2[N:6]([CH3:15])[C:5]1=[O:16].[Cl:17][C:18]1[CH:23]=[CH:22][C:21](I)=[CH:20][CH:19]=1.